From a dataset of Catalyst prediction with 721,799 reactions and 888 catalyst types from USPTO. Predict which catalyst facilitates the given reaction. (1) Reactant: [Li+].CC([N-]C(C)C)C.C([Li])CCC.C(NC(C)C)(C)C.[CH:21]([CH:24]([CH2:29][CH:30]=[CH2:31])[C:25]([O:27][CH3:28])=[O:26])([CH3:23])[CH3:22].Br[CH2:33][C:34]([O:36]C(C)(C)C)=[O:35].CN(P(N(C)C)(N(C)C)=O)C. Product: [CH:21]([C:24]([C:25]([O:27][CH3:28])=[O:26])([CH2:29][CH:30]=[CH2:31])[CH2:33][C:34]([OH:36])=[O:35])([CH3:23])[CH3:22]. The catalyst class is: 1. (2) Reactant: [Cl:1][C:2]1[CH:10]=[C:9]2[C:5]([C:6]([C:11]([OH:13])=O)=[N:7][NH:8]2)=[CH:4][CH:3]=1.[Cl-].[NH4+].C[N:17](C(ON1N=NC2C=CC=CC1=2)=[N+](C)C)C.F[P-](F)(F)(F)(F)F.CCN(C(C)C)C(C)C. Product: [Cl:1][C:2]1[CH:10]=[C:9]2[C:5]([C:6]([C:11]([NH2:17])=[O:13])=[N:7][NH:8]2)=[CH:4][CH:3]=1. The catalyst class is: 3.